Task: Predict which catalyst facilitates the given reaction.. Dataset: Catalyst prediction with 721,799 reactions and 888 catalyst types from USPTO Reactant: CC[N:3]([CH2:6][CH3:7])[CH2:4][CH3:5].[C:8]([OH:13])(=O)[C:9](O)=O.[CH2:14]([NH:18][NH2:19])[CH2:15][CH2:16][CH3:17].[C:20]1([CH3:26])[CH:25]=[CH:24][CH:23]=[CH:22][CH:21]=1.[OH-].[Na+]. Product: [CH2:14]([N:18]1[N:19]=[C:22]([C:21]2[C:5]3[C:4](=[CH:14][CH:15]=[CH:16][CH:17]=3)[NH:3][C:6]=2[CH3:7])[CH:23]2[CH:9]([CH2:26][CH:20]=[CH:25][CH2:24]2)[C:8]1=[O:13])[CH2:15][CH2:16][CH3:17]. The catalyst class is: 25.